From a dataset of Full USPTO retrosynthesis dataset with 1.9M reactions from patents (1976-2016). Predict the reactants needed to synthesize the given product. (1) Given the product [Br:8][C:9]1[N:10]=[CH:11][C:12]([C:2]2[N:7]=[CH:6][CH:5]=[CH:4][N:3]=2)=[CH:13][CH:14]=1, predict the reactants needed to synthesize it. The reactants are: Br[C:2]1[N:7]=[CH:6][CH:5]=[CH:4][N:3]=1.[Br:8][C:9]1[CH:14]=[CH:13][C:12](B(O)O)=[CH:11][N:10]=1.C(=O)([O-])[O-].[Cs+].[Cs+]. (2) Given the product [CH3:18][O:19][CH2:20][CH2:21][CH2:22][NH:23][CH2:11][CH2:10][CH2:9][S:6]([CH2:5][CH2:4][CH2:3][C:2]([F:17])([F:1])[C:13]([F:16])([F:15])[F:14])(=[O:8])=[O:7], predict the reactants needed to synthesize it. The reactants are: [F:1][C:2]([F:17])([C:13]([F:16])([F:15])[F:14])[CH2:3][CH2:4][CH2:5][S:6]([CH2:9][CH2:10][CH2:11]Cl)(=[O:8])=[O:7].[CH3:18][O:19][CH2:20][CH2:21][CH2:22][NH2:23].